This data is from NCI-60 drug combinations with 297,098 pairs across 59 cell lines. The task is: Regression. Given two drug SMILES strings and cell line genomic features, predict the synergy score measuring deviation from expected non-interaction effect. (1) Drug 1: CC1OCC2C(O1)C(C(C(O2)OC3C4COC(=O)C4C(C5=CC6=C(C=C35)OCO6)C7=CC(=C(C(=C7)OC)O)OC)O)O. Drug 2: CCC1(CC2CC(C3=C(CCN(C2)C1)C4=CC=CC=C4N3)(C5=C(C=C6C(=C5)C78CCN9C7C(C=CC9)(C(C(C8N6C)(C(=O)OC)O)OC(=O)C)CC)OC)C(=O)OC)O.OS(=O)(=O)O. Cell line: RXF 393. Synergy scores: CSS=41.5, Synergy_ZIP=-10.6, Synergy_Bliss=-2.17, Synergy_Loewe=0.460, Synergy_HSA=2.15. (2) Drug 1: C1=NC2=C(N1)C(=S)N=C(N2)N. Drug 2: C1=NC2=C(N1)C(=S)N=CN2. Cell line: HOP-92. Synergy scores: CSS=17.3, Synergy_ZIP=-15.8, Synergy_Bliss=-21.8, Synergy_Loewe=-20.9, Synergy_HSA=-17.9. (3) Drug 1: CCC1(CC2CC(C3=C(CCN(C2)C1)C4=CC=CC=C4N3)(C5=C(C=C6C(=C5)C78CCN9C7C(C=CC9)(C(C(C8N6C=O)(C(=O)OC)O)OC(=O)C)CC)OC)C(=O)OC)O.OS(=O)(=O)O. Drug 2: C1=NC2=C(N1)C(=S)N=CN2. Cell line: HOP-62. Synergy scores: CSS=36.9, Synergy_ZIP=-6.91, Synergy_Bliss=-5.46, Synergy_Loewe=-3.76, Synergy_HSA=-1.46. (4) Synergy scores: CSS=3.95, Synergy_ZIP=-0.0409, Synergy_Bliss=-0.579, Synergy_Loewe=-5.60, Synergy_HSA=-3.63. Drug 2: C1=NNC2=C1C(=O)NC=N2. Cell line: HCT-15. Drug 1: CC(C1=C(C=CC(=C1Cl)F)Cl)OC2=C(N=CC(=C2)C3=CN(N=C3)C4CCNCC4)N.